Dataset: Forward reaction prediction with 1.9M reactions from USPTO patents (1976-2016). Task: Predict the product of the given reaction. (1) Given the reactants [F:1][C:2]1[CH:7]=[CH:6][C:5]([C:8]2[C:9]3[CH:21]=[CH:20][C:19](=[O:22])[N:18]([C:23]4[CH:28]=[CH:27][CH:26]=[CH:25][C:24]=4[CH3:29])[C:10]=3[N:11]=[C:12](S(C)(=O)=O)[N:13]=2)=[C:4]([CH3:30])[CH:3]=1.[CH2:31]([CH2:33][NH2:34])[OH:32].O.CN1[C:41](=[O:42])CCC1, predict the reaction product. The product is: [F:1][C:2]1[CH:7]=[CH:6][C:5]([C:8]2[C:9]3[CH:21]=[CH:20][C:19](=[O:22])[N:18]([C:23]4[CH:28]=[CH:27][CH:26]=[CH:25][C:24]=4[CH3:29])[C:10]=3[N:11]=[C:12]([NH:34][CH2:33][CH2:31][OH:32])[N:13]=2)=[C:4]([CH3:30])[CH:3]=1.[F:1][C:2]1[CH:7]=[CH:6][C:5]([C:8]2[C:9]3[CH:21]=[CH:20][C:19](=[O:22])[N:18]([C:23]4[CH:28]=[CH:27][CH:26]=[CH:25][C:24]=4[CH3:29])[C:10]=3[N:11]=[C:12]([NH:34][CH:33]([CH2:41][OH:42])[CH2:31][OH:32])[N:13]=2)=[C:4]([CH3:30])[CH:3]=1. (2) Given the reactants [Cl:1][C:2]1[C:6]([Cl:7])=[C:5]([C:8](=[O:23])[CH2:9][C:10]([C:12]2[CH:17]=[CH:16][C:15]([O:18]COCC)=[CH:14][CH:13]=2)=[O:11])[S:4][N:3]=1, predict the reaction product. The product is: [Cl:1][C:2]1[C:6]([Cl:7])=[C:5]([C:8](=[O:23])[CH2:9][C:10]([C:12]2[CH:17]=[CH:16][C:15]([OH:18])=[CH:14][CH:13]=2)=[O:11])[S:4][N:3]=1. (3) Given the reactants [CH2:1]([N:5]1[CH:9]=[C:8]([C:10]2[CH:15]=[CH:14][CH:13]=[CH:12][CH:11]=2)[N:7]=[C:6]1[I:16])[CH2:2][CH2:3][CH3:4].[C:17](O)(=[O:19])C.C([O-])(=O)C.[Na+], predict the reaction product. The product is: [CH2:1]([N:5]1[C:9]([CH2:17][OH:19])=[C:8]([C:10]2[CH:11]=[CH:12][CH:13]=[CH:14][CH:15]=2)[NH:7][CH:6]1[I:16])[CH2:2][CH2:3][CH3:4]. (4) Given the reactants C(OC(=O)[NH:10][CH2:11][C@H:12]1[CH2:16][CH2:15][N:14]([C:17]2[C:26]3[C:21](=[CH:22][C:23]([CH3:27])=[CH:24][CH:25]=3)[N:20]=[C:19]([C:28]3[CH:33]=[CH:32][CH:31]=[CH:30][C:29]=3[OH:34])[N:18]=2)[CH2:13]1)C1C=CC=CC=1, predict the reaction product. The product is: [NH2:10][CH2:11][C@H:12]1[CH2:16][CH2:15][N:14]([C:17]2[C:26]3[C:21](=[CH:22][C:23]([CH3:27])=[CH:24][CH:25]=3)[N:20]=[C:19]([C:28]3[CH:33]=[CH:32][CH:31]=[CH:30][C:29]=3[OH:34])[N:18]=2)[CH2:13]1.